Dataset: Full USPTO retrosynthesis dataset with 1.9M reactions from patents (1976-2016). Task: Predict the reactants needed to synthesize the given product. (1) Given the product [Cl:21][C:7]1[CH:8]=[N:9][C:10]2[C:5]([C:6]=1[OH:13])=[N:4][C:3]([O:2][CH3:1])=[CH:12][CH:11]=2, predict the reactants needed to synthesize it. The reactants are: [CH3:1][O:2][C:3]1[N:4]=[C:5]2[C:10](=[CH:11][CH:12]=1)[N:9]=[CH:8][CH:7]=[C:6]2[OH:13].C1C(=O)N([Cl:21])C(=O)C1. (2) Given the product [CH2:1]([O:3][C:4]1[CH:5]=[C:6]([CH2:15][CH2:16][OH:17])[CH:7]=[CH:8][C:9]=1[C:10]([O:12][CH2:13][CH3:14])=[O:11])[CH3:2], predict the reactants needed to synthesize it. The reactants are: [CH2:1]([O:3][C:4]1[CH:5]=[C:6]([CH2:15][C:16](O)=[O:17])[CH:7]=[CH:8][C:9]=1[C:10]([O:12][CH2:13][CH3:14])=[O:11])[CH3:2].C1N=CN(C(N2C=NC=C2)=O)C=1.[BH4-].[Na+].O. (3) The reactants are: O[CH:2]([C:26]1[CH:31]=[CH:30][CH:29]=[CH:28][C:27]=1[CH3:32])[C:3]1[CH:4]=[C:5]([CH:21]=[CH:22][C:23]=1[O:24][CH3:25])[C:6]([NH:8][C:9]1([C:18]([OH:20])=[O:19])[CH2:17][C:16]2[C:11](=[CH:12][CH:13]=[CH:14][CH:15]=2)[CH2:10]1)=[O:7].[H][H]. Given the product [CH3:25][O:24][C:23]1[CH:22]=[CH:21][C:5]([C:6]([NH:8][C:9]2([C:18]([OH:20])=[O:19])[CH2:17][C:16]3[C:11](=[CH:12][CH:13]=[CH:14][CH:15]=3)[CH2:10]2)=[O:7])=[CH:4][C:3]=1[CH2:2][C:26]1[CH:31]=[CH:30][CH:29]=[CH:28][C:27]=1[CH3:32], predict the reactants needed to synthesize it. (4) Given the product [CH3:11][O:12][C:13]1[CH:14]=[CH:15][C:16]([CH2:17][S:18][C:19]2[NH:23][C:22]([CH:24]([C:26]3[CH:35]=[CH:34][CH:33]=[C:32]4[C:27]=3[CH:28]=[CH:29][CH:30]=[N:31]4)[CH3:25])=[CH:21][N:20]=2)=[CH:36][CH:37]=1, predict the reactants needed to synthesize it. The reactants are: C(Cl)(=O)C(Cl)=O.CS(C)=O.[CH3:11][O:12][C:13]1[CH:37]=[CH:36][C:16]([CH2:17][S:18][C:19]2[NH:23][CH:22]([CH:24]([C:26]3[CH:35]=[CH:34][CH:33]=[C:32]4[C:27]=3[CH:28]=[CH:29][CH:30]=[N:31]4)[CH3:25])[CH2:21][N:20]=2)=[CH:15][CH:14]=1.C(N(CC)CC)C. (5) Given the product [CH3:1][O:2][C:3]([C:5]1([CH2:9][N:10]([C:19]2[C:20]([N+:24]([O-:26])=[O:25])=[CH:21][N:22]=[C:17]([Cl:16])[N:18]=2)[CH:11]2[CH2:15][CH2:14][CH2:13][CH2:12]2)[CH2:8][CH2:7][CH2:6]1)=[O:4], predict the reactants needed to synthesize it. The reactants are: [CH3:1][O:2][C:3]([C:5]1([CH2:9][NH:10][CH:11]2[CH2:15][CH2:14][CH2:13][CH2:12]2)[CH2:8][CH2:7][CH2:6]1)=[O:4].[Cl:16][C:17]1[N:22]=[C:21](Cl)[C:20]([N+:24]([O-:26])=[O:25])=[CH:19][N:18]=1.C([O-])([O-])=O.[K+].[K+].